This data is from Catalyst prediction with 721,799 reactions and 888 catalyst types from USPTO. The task is: Predict which catalyst facilitates the given reaction. (1) Reactant: [CH:1]([NH:4][C:5]1[C:10]([C:11](OCC)=[O:12])=[CH:9][N:8]=[C:7]([S:16][CH3:17])[N:6]=1)([CH3:3])[CH3:2].[H-].[H-].[H-].[H-].[Li+].[Al+3]. Product: [CH:1]([NH:4][C:5]1[C:10]([CH2:11][OH:12])=[CH:9][N:8]=[C:7]([S:16][CH3:17])[N:6]=1)([CH3:3])[CH3:2]. The catalyst class is: 1. (2) Reactant: [C:1]([O:10][CH2:11][CH3:12])(=[O:9])[C:2]#[C:3][C:4]([O:6][CH2:7][CH3:8])=[O:5].[CH3:13][O:14][C:15]1[CH:20]=[CH:19][C:18]([C:21](=[O:32])[CH2:22][NH:23][NH:24][C:25]([O:27][C:28]([CH3:31])([CH3:30])[CH3:29])=[O:26])=[CH:17][CH:16]=1. Product: [C:28]([O:27][C:25]([NH:24][N:23]([C:2](=[CH:3][C:4]([O:6][CH2:7][CH3:8])=[O:5])[C:1]([O:10][CH2:11][CH3:12])=[O:9])[CH2:22][C:21]([C:18]1[CH:17]=[CH:16][C:15]([O:14][CH3:13])=[CH:20][CH:19]=1)=[O:32])=[O:26])([CH3:31])([CH3:30])[CH3:29]. The catalyst class is: 8.